Dataset: Full USPTO retrosynthesis dataset with 1.9M reactions from patents (1976-2016). Task: Predict the reactants needed to synthesize the given product. The reactants are: Cl.Cl.[C:3]12([C:9]3[CH:14]=[CH:13][C:12]([CH2:15][NH2:16])=[C:11]([F:17])[CH:10]=3)[CH2:8][CH:7]1[CH2:6][NH:5][CH2:4]2.F[C:19]1[CH:26]=[C:20]([C:21]23CC2CN([CH2:21][C:20]2C=CC=[CH:26][CH:19]=2)C3)[CH:19]=[CH:26][C:20]=1[C:21]#N.COC1CCC(OC)O1.OS(O)(=O)=O.C([O-])(O)=O.[Na+]. Given the product [F:17][C:11]1[CH:10]=[C:9]([C:3]23[CH2:8][CH:7]2[CH2:6][NH:5][CH2:4]3)[CH:14]=[CH:13][C:12]=1[CH2:15][N:16]1[CH:21]=[CH:20][CH:19]=[CH:26]1, predict the reactants needed to synthesize it.